Dataset: Full USPTO retrosynthesis dataset with 1.9M reactions from patents (1976-2016). Task: Predict the reactants needed to synthesize the given product. (1) Given the product [OH:3][C:4]1[CH:9]=[CH:8][C:7]([NH:10][CH2:11][C@@H:12]([NH:15][C:16](=[O:35])[C@@H:17]([NH:23][C@@H:24]([C:29]2[CH:34]=[CH:33][CH:32]=[CH:31][CH:30]=2)[C:25]([F:26])([F:27])[F:28])[CH2:18][C:19]([F:22])([CH3:20])[CH3:21])[CH2:13][CH3:14])=[C:6]([O:36][CH3:37])[CH:5]=1.[C:45]([CH2:44][O:3][C:4]1[CH:9]=[CH:8][C:7]([NH:10][CH2:11][C@@H:12]([NH:15][C:16](=[O:35])[C@@H:17]([NH:23][C@@H:24]([C:29]2[CH:34]=[CH:33][CH:32]=[CH:31][CH:30]=2)[C:25]([F:26])([F:27])[F:28])[CH2:18][C:19]([F:22])([CH3:20])[CH3:21])[CH2:13][CH3:14])=[C:6]([O:36][CH3:37])[CH:5]=1)#[N:46], predict the reactants needed to synthesize it. The reactants are: [H-].[Na+].[OH:3][C:4]1[CH:9]=[CH:8][C:7]([NH:10][CH2:11][C@@H:12]([NH:15][C:16](=[O:35])[C@@H:17]([NH:23][C@@H:24]([C:29]2[CH:34]=[CH:33][CH:32]=[CH:31][CH:30]=2)[C:25]([F:28])([F:27])[F:26])[CH2:18][C:19]([F:22])([CH3:21])[CH3:20])[CH2:13][CH3:14])=[C:6]([O:36][CH3:37])[CH:5]=1.CN(C)C=O.Br[CH2:44][C:45]#[N:46]. (2) Given the product [N:16]1([C:22]2[CH:23]=[CH:24][C:25]([NH:28]/[CH:3]=[C:4]3\[C:5](=[O:15])[NH:6][C:7](=[O:14])[C:8]4[C:13]\3=[CH:12][CH:11]=[CH:10][CH:9]=4)=[CH:26][CH:27]=2)[CH2:17][CH2:18][O:19][CH2:20][CH2:21]1, predict the reactants needed to synthesize it. The reactants are: CO[CH:3]=[C:4]1[C:13]2[C:8](=[CH:9][CH:10]=[CH:11][CH:12]=2)[C:7](=[O:14])[NH:6][C:5]1=[O:15].[N:16]1([C:22]2[CH:27]=[CH:26][C:25]([NH2:28])=[CH:24][CH:23]=2)[CH2:21][CH2:20][O:19][CH2:18][CH2:17]1. (3) Given the product [CH3:19][O:20][C:21]1[CH:22]=[C:23]([C:36]([N:38]2[CH2:43][CH2:42][N:41]([CH3:44])[CH2:40][CH2:39]2)=[O:37])[CH:24]=[CH:25][C:26]=1[C:2]1[CH:3]=[CH:4][C:5]2[N:6]([C:8]([C:11]3[CH:18]=[CH:17][C:14]([C:15]#[N:16])=[CH:13][CH:12]=3)=[CH:9][N:10]=2)[CH:7]=1, predict the reactants needed to synthesize it. The reactants are: Br[C:2]1[CH:3]=[CH:4][C:5]2[N:6]([C:8]([C:11]3[CH:18]=[CH:17][C:14]([C:15]#[N:16])=[CH:13][CH:12]=3)=[CH:9][N:10]=2)[CH:7]=1.[CH3:19][O:20][C:21]1[CH:22]=[C:23]([C:36]([N:38]2[CH2:43][CH2:42][N:41]([CH3:44])[CH2:40][CH2:39]2)=[O:37])[CH:24]=[CH:25][C:26]=1B1OC(C)(C)C(C)(C)O1.[O-]P([O-])([O-])=O.[K+].[K+].[K+]. (4) Given the product [CH2:1]([O:8][C:9]([NH:11][C@@H:12]([CH2:18][CH2:19][C:20]1[NH:24][N:23]=[N:22][N:21]=1)[C:13]([OH:15])=[O:14])=[O:10])[C:2]1[CH:7]=[CH:6][CH:5]=[CH:4][CH:3]=1, predict the reactants needed to synthesize it. The reactants are: [CH2:1]([O:8][C:9]([NH:11][C@@H:12]([CH2:18][CH2:19][C:20]1[NH:24][N:23]=[N:22][N:21]=1)[C:13]([O:15]CC)=[O:14])=[O:10])[C:2]1[CH:7]=[CH:6][CH:5]=[CH:4][CH:3]=1.[OH-].[Li+].O. (5) The reactants are: [Br:1][C:2]1[CH:3]=[C:4]2[C:9](=[CH:10][CH:11]=1)[N:8]=[CH:7][C:6]([CH2:12][OH:13])=[C:5]2[NH:14][C:15]1[CH:20]=[CH:19][C:18]([N:21]2[CH2:26][CH2:25][N:24]([C:27]([O:29][C:30]([CH3:33])([CH3:32])[CH3:31])=[O:28])[CH2:23][CH2:22]2)=[C:17]([C:34]([F:37])([F:36])[F:35])[CH:16]=1.CC(OI1(OC(C)=O)(OC(C)=O)OC(=O)C2C=CC=CC1=2)=O.C(OCC)(=O)C. Given the product [Br:1][C:2]1[CH:3]=[C:4]2[C:9](=[CH:10][CH:11]=1)[N:8]=[CH:7][C:6]([CH:12]=[O:13])=[C:5]2[NH:14][C:15]1[CH:20]=[CH:19][C:18]([N:21]2[CH2:22][CH2:23][N:24]([C:27]([O:29][C:30]([CH3:33])([CH3:32])[CH3:31])=[O:28])[CH2:25][CH2:26]2)=[C:17]([C:34]([F:37])([F:35])[F:36])[CH:16]=1, predict the reactants needed to synthesize it. (6) Given the product [F:1][C:2]1[N:7]=[CH:6][C:5]([C:12]2[CH:20]=[CH:19][CH:18]=[C:17]3[C:13]=2[C:14]([CH:24]=[O:25])=[CH:15][N:16]3[CH:21]([CH3:22])[CH3:23])=[CH:4][CH:3]=1, predict the reactants needed to synthesize it. The reactants are: [F:1][C:2]1[N:7]=[CH:6][C:5](B(O)O)=[CH:4][CH:3]=1.Br[C:12]1[CH:20]=[CH:19][CH:18]=[C:17]2[C:13]=1[C:14]([CH:24]=[O:25])=[CH:15][N:16]2[CH:21]([CH3:23])[CH3:22]. (7) The reactants are: [Cl:1][C:2]1[S:6][C:5]([C:7]([NH:9][C@@:10]2([C:15]([OH:17])=O)[CH2:14][CH2:13][O:12][CH2:11]2)=[O:8])=[CH:4][CH:3]=1.[CH3:18][N:19]1[CH2:25][CH2:24][C:23]2[CH:26]=[C:27]([NH2:30])[CH:28]=[CH:29][C:22]=2[CH2:21][CH2:20]1.CCCP(O)(O)=O. Given the product [Cl:1][C:2]1[S:6][C:5]([C:7]([NH:9][C@@:10]2([C:15]([NH:30][C:27]3[CH:28]=[CH:29][C:22]4[CH2:21][CH2:20][N:19]([CH3:18])[CH2:25][CH2:24][C:23]=4[CH:26]=3)=[O:17])[CH2:14][CH2:13][O:12][CH2:11]2)=[O:8])=[CH:4][CH:3]=1, predict the reactants needed to synthesize it. (8) Given the product [CH3:20][C:13]1[N:12]2[N:11]=[C:10](/[CH:9]=[CH:8]/[C:4]3[N:5]([CH3:7])[CH:6]=[C:2]([N:21]4[CH2:25][CH2:24][CH2:23][C:22]4=[O:26])[N:3]=3)[N:18]=[C:17]2[C:16]([CH3:19])=[CH:15][N:14]=1, predict the reactants needed to synthesize it. The reactants are: Br[C:2]1[N:3]=[C:4](/[CH:8]=[CH:9]/[C:10]2[N:18]=[C:17]3[N:12]([C:13]([CH3:20])=[N:14][CH:15]=[C:16]3[CH3:19])[N:11]=2)[N:5]([CH3:7])[CH:6]=1.[NH:21]1[CH2:25][CH2:24][CH2:23][C:22]1=[O:26].C(=O)([O-])[O-].[Cs+].[Cs+].C1(P(C2C=CC=CC=2)C2C3OC4C(=CC=CC=4P(C4C=CC=CC=4)C4C=CC=CC=4)C(C)(C)C=3C=CC=2)C=CC=CC=1. (9) Given the product [C:29]([NH:1][C:2]1[CH:3]=[C:4]([NH:9][C:10]([C:12]2[CH:13]=[CH:14][C:15]3[CH:16]=[C:17]4[C:24](=[O:25])[NH:23][CH2:22][C:21]5([CH2:26][CH2:27][CH2:28]5)[N:18]4[C:19]=3[CH:20]=2)=[O:11])[CH:5]=[CH:6][C:7]=1[F:8])(=[O:32])[CH:30]=[CH2:31], predict the reactants needed to synthesize it. The reactants are: [NH2:1][C:2]1[CH:3]=[C:4]([NH:9][C:10]([C:12]2[CH:13]=[CH:14][C:15]3[CH:16]=[C:17]4[C:24](=[O:25])[NH:23][CH2:22][C:21]5([CH2:28][CH2:27][CH2:26]5)[N:18]4[C:19]=3[CH:20]=2)=[O:11])[CH:5]=[CH:6][C:7]=1[F:8].[C:29](Cl)(=[O:32])[CH:30]=[CH2:31].